This data is from Peptide-MHC class II binding affinity with 134,281 pairs from IEDB. The task is: Regression. Given a peptide amino acid sequence and an MHC pseudo amino acid sequence, predict their binding affinity value. This is MHC class II binding data. (1) The peptide sequence is TLGEVWKRELNLLDK. The MHC is DRB1_1301 with pseudo-sequence DRB1_1301. The binding affinity (normalized) is 0.600. (2) The peptide sequence is EKKYFAATQFEPLAA. The MHC is DRB1_0301 with pseudo-sequence DRB1_0301. The binding affinity (normalized) is 0.276.